From a dataset of Retrosynthesis with 50K atom-mapped reactions and 10 reaction types from USPTO. Predict the reactants needed to synthesize the given product. (1) Given the product CC(C)(C)OC(=O)N1C[C@H](CCc2ccc3ccccc3c2)[C@@H](C(=O)O)C1, predict the reactants needed to synthesize it. The reactants are: COC(=O)[C@H]1CN(C(=O)OC(C)(C)C)C[C@@H]1CCc1ccc2ccccc2c1. (2) Given the product O=C(CC1CCC1)OCc1ccccc1, predict the reactants needed to synthesize it. The reactants are: BrCc1ccccc1.O=C(O)CC1CCC1.